Dataset: Reaction yield outcomes from USPTO patents with 853,638 reactions. Task: Predict the reaction yield, written as a fraction of the theoretical maximum amount of product (1.0 means a 100% yield; for example, 0.34 means a 34% yield). The catalyst is CO.CN(C1C=CN=CC=1)C. The yield is 0.520. The product is [OH:1][C:2]1[C:3]([O:21][CH3:22])=[CH:4][C:5]2[C:18](=[O:19])[N:10]3[C:11]4[C:16]([CH2:17][CH:9]3[CH2:8][N:7]([C:23]([O:25][C:26]([CH3:29])([CH3:28])[CH3:27])=[O:24])[C:6]=2[CH:20]=1)=[CH:15][CH:14]=[CH:13][CH:12]=4. The reactants are [OH:1][C:2]1[C:3]([O:21][CH3:22])=[CH:4][C:5]2[C:18](=[O:19])[N:10]3[C:11]4[C:16]([CH2:17][CH:9]3[CH2:8][NH:7][C:6]=2[CH:20]=1)=[CH:15][CH:14]=[CH:13][CH:12]=4.[C:23](O[C:23]([O:25][C:26]([CH3:29])([CH3:28])[CH3:27])=[O:24])([O:25][C:26]([CH3:29])([CH3:28])[CH3:27])=[O:24].C(N(CC)CC)C.